From a dataset of Full USPTO retrosynthesis dataset with 1.9M reactions from patents (1976-2016). Predict the reactants needed to synthesize the given product. (1) Given the product [I:7][C:8]1[CH:15]=[CH:14][CH:13]=[CH:12][C:9]=1[CH2:10][CH2:22][CH2:21][C:23](=[O:24])[CH2:25][CH3:26], predict the reactants needed to synthesize it. The reactants are: [Cl-].[Li+].[Cu]C#N.[Br-].[I:7][C:8]1[CH:15]=[CH:14][CH:13]=[CH:12][C:9]=1[CH2:10][Zn+].Cl[Si](C)(C)C.[CH:21]([C:23]([CH2:25][CH3:26])=[O:24])=[CH2:22]. (2) Given the product [CH:30]1([NH:29][C:28]([C@@H:24]2[CH2:25][CH2:26][CH2:27][N:23]2[C:21](=[O:22])[CH2:20][O:19][C:17]2[N:16]([C:35]3[CH:36]=[CH:37][CH:38]=[CH:39][CH:40]=3)[N:15]=[C:14]([C:12]([NH:11][C@@H:4]([CH:5]3[CH2:10][CH2:9][CH2:8][CH2:7][CH2:6]3)[C:3]([OH:41])=[O:2])=[O:13])[CH:18]=2)=[O:34])[CH2:33][CH2:32][CH2:31]1, predict the reactants needed to synthesize it. The reactants are: C[O:2][C:3](=[O:41])[C@@H:4]([NH:11][C:12]([C:14]1[CH:18]=[C:17]([O:19][CH2:20][C:21]([N:23]2[CH2:27][CH2:26][CH2:25][C@H:24]2[C:28](=[O:34])[NH:29][CH:30]2[CH2:33][CH2:32][CH2:31]2)=[O:22])[N:16]([C:35]2[CH:40]=[CH:39][CH:38]=[CH:37][CH:36]=2)[N:15]=1)=[O:13])[CH:5]1[CH2:10][CH2:9][CH2:8][CH2:7][CH2:6]1.[OH-].[Li+].Cl. (3) Given the product [Cl:1][C:10]1[CH2:11][CH:17]([C:16]#[N:15])[N:8]([C:4]2[CH:3]=[N:2][CH:7]=[CH:6][CH:5]=2)[N:9]=1, predict the reactants needed to synthesize it. The reactants are: [ClH:1].[N:2]1[CH:7]=[CH:6][CH:5]=[C:4]([NH:8]/[N:9]=[CH:10]/[C:11](O)=O)[CH:3]=1.Cl[N:15]1C(=O)C[CH2:17][C:16]1=O.C(#N)C=C.C(=O)(O)[O-].[K+].[Cl-].[Na+]. (4) The reactants are: [CH:1]1([C:5]2[N:10]([C:11]3[CH:16]=[CH:15][CH:14]=[CH:13][CH:12]=3)[C:9](=[O:17])[CH:8]=[C:7]([NH:18][C:19]3[CH:28]=[CH:27][CH:26]=[CH:25][C:20]=3[C:21]([O:23]C)=O)[CH:6]=2)[CH2:4][CH2:3][CH2:2]1.C(=O)(O)[O-].[K+].CC(OC)(C)C.CO. Given the product [CH:1]1([C:5]2[N:10]([C:11]3[CH:12]=[CH:13][CH:14]=[CH:15][CH:16]=3)[C:9](=[O:17])[C:8]3[C:21](=[O:23])[C:20]4[CH:25]=[CH:26][CH:27]=[CH:28][C:19]=4[NH:18][C:7]=3[CH:6]=2)[CH2:2][CH2:3][CH2:4]1, predict the reactants needed to synthesize it.